From a dataset of Full USPTO retrosynthesis dataset with 1.9M reactions from patents (1976-2016). Predict the reactants needed to synthesize the given product. (1) Given the product [C:9]([C:5]([C:11]1[CH:20]=[CH:19][CH:18]=[C:13]([C:14]([O:16][CH3:17])=[O:15])[CH:12]=1)([CH:6]([CH3:8])[CH3:7])[CH2:4][CH2:3][CH2:2][N:22]([CH3:21])[CH2:23][CH2:24][C:25]1[CH:26]=[C:27]([CH:32]=[CH:33][CH:34]=1)[C:28]([O:30][CH3:31])=[O:29])#[N:10], predict the reactants needed to synthesize it. The reactants are: Br[CH2:2][CH2:3][CH2:4][C:5]([C:11]1[CH:12]=[C:13]([CH:18]=[CH:19][CH:20]=1)[C:14]([O:16][CH3:17])=[O:15])([C:9]#[N:10])[CH:6]([CH3:8])[CH3:7].[CH3:21][NH:22][CH2:23][CH2:24][C:25]1[CH:26]=[C:27]([CH:32]=[CH:33][CH:34]=1)[C:28]([O:30][CH3:31])=[O:29]. (2) Given the product [CH2:11]([O:8][C:9]1[N:18]([C:19]2[CH:24]=[CH:23][CH:22]=[C:21]([C:25]([F:26])([F:27])[F:28])[CH:20]=2)[C:14]([CH3:13])=[CH:15][N:16]=1)[CH3:12], predict the reactants needed to synthesize it. The reactants are: F[B-](F)(F)F.C([O+:8]([CH2:11][CH3:12])[CH2:9]C)C.[CH3:13][C:14]1[N:18]([C:19]2[CH:24]=[CH:23][CH:22]=[C:21]([C:25]([F:28])([F:27])[F:26])[CH:20]=2)C(=O)[NH:16][CH:15]=1.O.[OH-].[Na+]. (3) Given the product [ClH:1].[Cl:24][C:19]1[CH:20]=[CH:21][CH:22]=[CH:23][C:18]=1[C:5]1[N:6]([CH2:11][CH:12]2[CH2:17][CH2:16][O:15][CH2:14][CH2:13]2)[C:7]2[C:3]([N:4]=1)=[C:2]([N:29]1[CH2:30][CH2:31][N:26]([CH3:25])[CH2:27][CH2:28]1)[N:10]=[CH:9][N:8]=2, predict the reactants needed to synthesize it. The reactants are: [Cl:1][C:2]1[N:10]=[CH:9][N:8]=[C:7]2[C:3]=1[N:4]=[C:5]([C:18]1[CH:23]=[CH:22][CH:21]=[CH:20][C:19]=1[Cl:24])[N:6]2[CH2:11][CH:12]1[CH2:17][CH2:16][O:15][CH2:14][CH2:13]1.[CH3:25][N:26]1[CH2:31][CH2:30][NH:29][CH2:28][CH2:27]1.